Dataset: Catalyst prediction with 721,799 reactions and 888 catalyst types from USPTO. Task: Predict which catalyst facilitates the given reaction. (1) Reactant: [Cl:1][C:2]1[C:3]([C:18]2[N:22]=[C:21]([C:23]3[N:24]=[C:25]4[C:30]([Cl:31])=[CH:29][C:28]([I:32])=[CH:27][N:26]4[CH:33]=3)[O:20][N:19]=2)=[CH:4][C:5]([F:17])=[C:6]([CH2:8][CH2:9][C:10]([O:12]C(C)(C)C)=[O:11])[CH:7]=1.C(O)(C(F)(F)F)=O. Product: [Cl:1][C:2]1[C:3]([C:18]2[N:22]=[C:21]([C:23]3[N:24]=[C:25]4[C:30]([Cl:31])=[CH:29][C:28]([I:32])=[CH:27][N:26]4[CH:33]=3)[O:20][N:19]=2)=[CH:4][C:5]([F:17])=[C:6]([CH2:8][CH2:9][C:10]([OH:12])=[O:11])[CH:7]=1. The catalyst class is: 4. (2) Reactant: [H-].[Na+].[C:3]([O:10][CH3:11])(=[O:9])[CH2:4][C:5]([O:7][CH3:8])=[O:6].CS(O[CH2:17][CH2:18][C:19]1[CH:24]=[CH:23][CH:22]=[CH:21][C:20]=1[F:25])(=O)=O. Product: [F:25][C:20]1[CH:21]=[CH:22][CH:23]=[CH:24][C:19]=1[CH2:18][CH2:17][CH:4]([C:3]([O:10][CH3:11])=[O:9])[C:5]([O:7][CH3:8])=[O:6]. The catalyst class is: 3. (3) Reactant: C(OC(=O)[NH:7][C:8]1([C:16]2[CH:21]=[CH:20][C:19]([C:22]3[C:31]([C:32]4[CH:37]=[CH:36][CH:35]=[CH:34][CH:33]=4)=[CH:30][C:29]4[C:28]5=[N:38][N:39]=[C:40]([C:41]6[N:42]=[CH:43][N:44]([CH3:46])[CH:45]=6)[N:27]5[CH:26]=[CH:25][C:24]=4[N:23]=3)=[CH:18][CH:17]=2)[CH2:11][C:10]2([O:15][CH2:14][CH2:13][O:12]2)[CH2:9]1)(C)(C)C.C(O)(C(F)(F)F)=O. Product: [CH3:46][N:44]1[CH:45]=[C:41]([C:40]2[N:27]3[C:28]([C:29]4[CH:30]=[C:31]([C:32]5[CH:37]=[CH:36][CH:35]=[CH:34][CH:33]=5)[C:22]([C:19]5[CH:18]=[CH:17][C:16]([C:8]6([NH2:7])[CH2:11][C:10]7([O:15][CH2:14][CH2:13][O:12]7)[CH2:9]6)=[CH:21][CH:20]=5)=[N:23][C:24]=4[CH:25]=[CH:26]3)=[N:38][N:39]=2)[N:42]=[CH:43]1. The catalyst class is: 2. (4) Reactant: C([S:4][C@@H:5]([CH2:37][CH:38]([CH3:40])[CH3:39])[C:6]([NH:8][CH2:9][C:10]1[N:14]([CH2:15][C:16]2[CH:21]=[CH:20][C:19]([C:22]3[C:23]([C:28]([OH:30])=[O:29])=[CH:24][CH:25]=[CH:26][CH:27]=3)=[CH:18][C:17]=2[F:31])[C:13]([O:32][CH2:33][CH3:34])=[N:12][C:11]=1[CH2:35][CH3:36])=[O:7])(=O)C.C(S)[C@@H](O)[C@H](O)CS.CC(O)=O.O. Product: [CH2:33]([O:32][C:13]1[N:14]([CH2:15][C:16]2[CH:21]=[CH:20][C:19]([C:22]3[C:23]([C:28]([OH:30])=[O:29])=[CH:24][CH:25]=[CH:26][CH:27]=3)=[CH:18][C:17]=2[F:31])[C:10]([CH2:9][NH:8][C:6](=[O:7])[C@@H:5]([SH:4])[CH2:37][CH:38]([CH3:39])[CH3:40])=[C:11]([CH2:35][CH3:36])[N:12]=1)[CH3:34]. The catalyst class is: 5. (5) Reactant: [NH2:1][C:2]1[CH:10]=[CH:9][C:8]([N+:11]([O-:13])=[O:12])=[CH:7][C:3]=1[C:4](O)=[O:5].Cl.C([N:17]=C=NCCCN(C)C)C.O.ON1C2C=CC=CC=2N=N1.CN1CCOCC1.[OH-].[NH4+]. Product: [NH2:1][C:2]1[CH:10]=[CH:9][C:8]([N+:11]([O-:13])=[O:12])=[CH:7][C:3]=1[C:4]([NH2:17])=[O:5]. The catalyst class is: 1. (6) Reactant: [OH-].[Na+].C([O:5][C:6]([C:8]1[CH:13]=[CH:12][C:11]([C:14]2[CH:19]=[CH:18][C:17]([C:20]3[S:21][CH:22]=[CH:23][C:24]=3[NH:25][S:26]([CH:29]([CH3:31])[CH3:30])(=[O:28])=[O:27])=[CH:16][CH:15]=2)=[CH:10][CH:9]=1)=[O:7])C.Cl. Product: [CH3:31][CH:29]([S:26]([NH:25][C:24]1[CH:23]=[CH:22][S:21][C:20]=1[C:17]1[CH:18]=[CH:19][C:14]([C:11]2[CH:12]=[CH:13][C:8]([C:6]([OH:7])=[O:5])=[CH:9][CH:10]=2)=[CH:15][CH:16]=1)(=[O:27])=[O:28])[CH3:30]. The catalyst class is: 8. (7) Reactant: [N:1]12[CH2:8][CH2:7][CH:4]([CH2:5][CH2:6]1)[C:3](=[O:9])[CH2:2]2.CC(C)([O-])C.[K+].[H][H]. Product: [N:1]12[CH2:8][CH2:7][CH:4]([CH2:5][CH2:6]1)[C@@H:3]([OH:9])[CH2:2]2. The catalyst class is: 41.